This data is from Reaction yield outcomes from USPTO patents with 853,638 reactions. The task is: Predict the reaction yield, written as a fraction of the theoretical maximum amount of product (1.0 means a 100% yield; for example, 0.34 means a 34% yield). The reactants are [CH2:1]([C:3]1[C:8](=[O:9])[N:7]2[N:10]=[CH:11][C:12]([C:13]([NH:15][NH:16][C:17](=[O:21])[C:18]([O-:20])=[O:19])=O)=[C:6]2[NH:5][C:4]=1[CH3:22])[CH3:2].CN(C=O)C.[CH3:28][C:29]1C=CC(S(Cl)(=O)=O)=CC=1.C(N(CC)CC)C. The catalyst is ClCCl. The product is [CH2:1]([C:3]1[C:8](=[O:9])[N:7]2[N:10]=[CH:11][C:12]([C:13]3[O:21][C:17]([C:18]([O:20][CH2:28][CH3:29])=[O:19])=[N:16][N:15]=3)=[C:6]2[NH:5][C:4]=1[CH3:22])[CH3:2]. The yield is 0.520.